From a dataset of Forward reaction prediction with 1.9M reactions from USPTO patents (1976-2016). Predict the product of the given reaction. (1) Given the reactants Br[C:2]1[CH:7]=[CH:6][CH:5]=[CH:4][C:3]=1[S:8][CH2:9][C:10]([N:12]([CH:22]([CH3:24])[CH3:23])[NH:13][C:14](=[O:21])[C:15]1[CH:20]=[CH:19][CH:18]=[CH:17][CH:16]=1)=[O:11].C([O-])([O-])=O.[Na+].[Na+].[CH3:31][O:32][C:33]1[CH:34]=[C:35](B(O)O)[CH:36]=[CH:37][CH:38]=1, predict the reaction product. The product is: [CH3:31][O:32][C:33]1[CH:38]=[C:37]([C:2]2[CH:7]=[CH:6][CH:5]=[CH:4][C:3]=2[S:8][CH2:9][C:10]([N:12]([CH:22]([CH3:24])[CH3:23])[NH:13][C:14](=[O:21])[C:15]2[CH:20]=[CH:19][CH:18]=[CH:17][CH:16]=2)=[O:11])[CH:36]=[CH:35][CH:34]=1. (2) Given the reactants [CH3:1][O:2][C:3](=[O:13])[CH2:4][C:5]1[CH:10]=[C:9]([Cl:11])[CH:8]=[C:7](Br)[CH:6]=1.[CH:14]([C:16]1[CH:21]=[CH:20][C:19]([O:22][CH3:23])=[CH:18][C:17]=1B(O)O)=[O:15], predict the reaction product. The product is: [CH3:1][O:2][C:3](=[O:13])[CH2:4][C:5]1[CH:6]=[C:7]([C:21]2[CH:20]=[C:19]([O:22][CH3:23])[CH:18]=[CH:17][C:16]=2[CH:14]=[O:15])[CH:8]=[C:9]([Cl:11])[CH:10]=1. (3) Given the reactants Cl[O-].[Na+].[CH2:4]([C:7]1[CH:15]=[CH:14][CH:13]=[C:12]([Cl:16])[C:8]=1[CH:9]=[N:10][OH:11])[CH:5]=[CH2:6].C([O-])(=O)C.[Na+], predict the reaction product. The product is: [Cl:16][C:12]1[CH:13]=[CH:14][CH:15]=[C:7]2[C:8]=1[C:9]1=[N:10][O:11][CH2:6][CH:5]1[CH2:4]2. (4) Given the reactants C[O:2][C:3](=O)[CH2:4][N:5]([CH:11]([C:15]1[CH:16]=[N:17][CH:18]=[C:19]([C:21]2[CH:26]=[CH:25][C:24]([C:27]#[N:28])=[C:23]([Cl:29])[CH:22]=2)[CH:20]=1)[CH:12]1[CH2:14][CH2:13]1)[S:6]([CH2:9][CH3:10])(=[O:8])=[O:7].[H-].[Al+3].[Li+].[H-].[H-].[H-], predict the reaction product. The product is: [Cl:29][C:23]1[CH:22]=[C:21]([C:19]2[CH:20]=[C:15]([CH:11]([N:5]([CH2:4][CH2:3][OH:2])[S:6]([CH2:9][CH3:10])(=[O:7])=[O:8])[CH:12]3[CH2:14][CH2:13]3)[CH:16]=[N:17][CH:18]=2)[CH:26]=[CH:25][C:24]=1[C:27]#[N:28].